This data is from Forward reaction prediction with 1.9M reactions from USPTO patents (1976-2016). The task is: Predict the product of the given reaction. Given the reactants [CH3:1][N:2]1[C:10]2[C:5](=[CH:6][C:7]([O:11][C:12]3[N:19]=[CH:18][CH:17]=[CH:16][C:13]=3[C:14]#[N:15])=[CH:8][CH:9]=2)[CH:4]=[N:3]1.Cl, predict the reaction product. The product is: [CH3:1][N:2]1[C:10]2[C:5](=[CH:6][C:7]([O:11][C:12]3[C:13]([CH2:14][NH2:15])=[CH:16][CH:17]=[CH:18][N:19]=3)=[CH:8][CH:9]=2)[CH:4]=[N:3]1.